This data is from Experimentally validated miRNA-target interactions with 360,000+ pairs, plus equal number of negative samples. The task is: Binary Classification. Given a miRNA mature sequence and a target amino acid sequence, predict their likelihood of interaction. (1) Result: 0 (no interaction). The protein sequence of the target gene is MMYIRQRKETKPIEVSEDFPSPKEDVKLEKKLPSGCASGRFWKILSSAVGGTVALCIGLLTSVYLATLHENDLWFSNIKEVEREISFRTECGLYYSYYKQMLQAPTLLQGFHGLIYDNKTESMRTINLLQRMNIYQEVFLSVLYRVLPIQKYLEPVYFYIYTLFGLQAVYVTALYITSWLLSGTWLSGLLAALWYVTNRIDTTRVEFTIPLRENWALPFFAIQIAAITYFLRPNLQPLSERLTLLAIFVSTFLFSLTWQFNQFMMLLQALVLFILDSLDMLPAMKATWLYGIQISCLLLV.... The miRNA is hsa-miR-1911-5p with sequence UGAGUACCGCCAUGUCUGUUGGG. (2) The miRNA is mmu-miR-760-3p with sequence CGGCUCUGGGUCUGUGGGGA. The protein sequence of the target gene is MAQRYDDLPHYGGMDGVGIPSTMYGDPHAARSMQPVHHLNHGPPLHSHQYPHTAHTNAMAPSMGSSVNDALKRDKDAIYGHPLFPLLALIFEKCELATCTPREPGVAGGDVCSSESFNEDIAVFAKQIRAEKPLFSSNPELDNLMIQAIQVLRFHLLELEKVHELCDNFCHRYISCLKGKMPIDLVIDDREGGSKSDSEDITRSANLTDQPSWNRDHDDTASTRSGGTPGPSSGGHTSHSGDNSSEQGDGLDNSVASPSTGDDDDPDKDKKRHKKRGIFPKVATNIMRAWLFQHLTHPYP.... Result: 0 (no interaction).